The task is: Predict the reaction yield, written as a fraction of the theoretical maximum amount of product (1.0 means a 100% yield; for example, 0.34 means a 34% yield).. This data is from Reaction yield outcomes from USPTO patents with 853,638 reactions. (1) The reactants are [CH3:1][C@H:2]1[NH:6][C@@H:5]([C:7]([O:9][CH3:10])=[O:8])[CH2:4][CH2:3]1.CCN(CC)CC.[CH3:18][C:19]([O:22][C:23](O[C:23]([O:22][C:19]([CH3:21])([CH3:20])[CH3:18])=[O:24])=[O:24])([CH3:21])[CH3:20]. The catalyst is C(Cl)Cl.CN(C1C=CN=CC=1)C. The product is [CH3:1][C@@H:2]1[N:6]([C:23]([O:22][C:19]([CH3:21])([CH3:20])[CH3:18])=[O:24])[C@@H:5]([C:7]([O:9][CH3:10])=[O:8])[CH2:4][CH2:3]1. The yield is 0.720. (2) The reactants are [CH2:1]([O:3][C:4](=[O:22])[C:5]1[CH:10]=[C:9]([CH:11]=[CH:12]N(C)C)[C:8]([N+:16]([O-])=O)=[CH:7][C:6]=1[N+:19]([O-])=O)[CH3:2]. The catalyst is CCO.[Ni]. The product is [CH2:1]([O:3][C:4]([C:5]1[CH:10]=[C:9]2[C:8](=[CH:7][C:6]=1[NH2:19])[NH:16][CH:12]=[CH:11]2)=[O:22])[CH3:2]. The yield is 0.300.